From a dataset of Forward reaction prediction with 1.9M reactions from USPTO patents (1976-2016). Predict the product of the given reaction. (1) Given the reactants CON(C)[C:4]([C:6]1[CH2:7][CH2:8][N:9]([C:12]2[N:17]=[CH:16][CH:15]=[CH:14][N:13]=2)[CH2:10][CH:11]=1)=[O:5].[CH2:19]1[CH2:23]O[CH2:21][CH2:20]1, predict the reaction product. The product is: [C:19]1([C:23]2[CH:8]=[CH:7][CH:6]=[CH:11][CH:10]=2)[CH:16]=[CH:15][C:14]([C:4]([C:6]2[CH2:7][CH2:8][N:9]([C:12]3[N:13]=[CH:14][CH:15]=[CH:16][N:17]=3)[CH2:10][CH:11]=2)=[O:5])=[CH:21][CH:20]=1. (2) Given the reactants [F:1][C:2]1[CH:3]=[N:4][CH:5]=[C:6]([CH:11]=1)[C:7](Cl)=[N:8][OH:9].[C:12]([C:14]1[CH:19]=[CH:18][CH:17]=[CH:16][CH:15]=1)#[CH:13].N, predict the reaction product. The product is: [F:1][C:2]1[CH:11]=[C:6]([C:7]2[CH:13]=[C:12]([C:14]3[CH:19]=[CH:18][CH:17]=[CH:16][CH:15]=3)[O:9][N:8]=2)[CH:5]=[N:4][CH:3]=1.